This data is from Forward reaction prediction with 1.9M reactions from USPTO patents (1976-2016). The task is: Predict the product of the given reaction. (1) Given the reactants [CH3:1][C:2]1[CH:21]=[CH:20][CH:19]=[C:18]([CH3:22])[C:3]=1[CH2:4][O:5][C:6]1[CH:11]=[CH:10][CH:9]=[CH:8][C:7]=1[CH2:12][C:13]([O:15]CC)=[O:14].[OH-].[Na+], predict the reaction product. The product is: [CH3:1][C:2]1[CH:21]=[CH:20][CH:19]=[C:18]([CH3:22])[C:3]=1[CH2:4][O:5][C:6]1[CH:11]=[CH:10][CH:9]=[CH:8][C:7]=1[CH2:12][C:13]([OH:15])=[O:14]. (2) The product is: [F:32][C:4]1[CH:3]=[C:2]([NH:1][C:46]([C:42]2[C:41](=[O:49])[N:40]([C:37]3[CH:38]=[CH:39][C:34]([F:33])=[CH:35][CH:36]=3)[CH:45]=[CH:44][N:43]=2)=[O:47])[CH:31]=[CH:30][C:5]=1[O:6][C:7]1[CH:12]=[CH:11][N:10]=[C:9]2[CH:13]=[C:14]([C:16]3[CH:17]=[CH:18][C:19]([C:22]([N:24]4[CH2:25][CH2:26][O:27][CH2:28][CH2:29]4)=[O:23])=[CH:20][CH:21]=3)[S:15][C:8]=12. Given the reactants [NH2:1][C:2]1[CH:31]=[CH:30][C:5]([O:6][C:7]2[CH:12]=[CH:11][N:10]=[C:9]3[CH:13]=[C:14]([C:16]4[CH:21]=[CH:20][C:19]([C:22]([N:24]5[CH2:29][CH2:28][O:27][CH2:26][CH2:25]5)=[O:23])=[CH:18][CH:17]=4)[S:15][C:8]=23)=[C:4]([F:32])[CH:3]=1.[F:33][C:34]1[CH:39]=[CH:38][C:37]([N:40]2[CH:45]=[CH:44][N:43]=[C:42]([C:46](O)=[O:47])[C:41]2=[O:49])=[CH:36][CH:35]=1, predict the reaction product. (3) Given the reactants C1CO[CH:22]2[CH:3]([CH2:4][C:5]3[C@:20]([CH3:25])([CH2:21]2)[C@@H:19]2[C@H:8]([C@H:9]4[C@:16]([CH3:30])([CH2:17][C@H:18]2[O:26][C:27](=[O:29])[CH3:28])[C@@:12]([OH:31])([C:13](=[O:15])[CH3:14])[CH2:11][CH2:10]4)[CH2:7][CH:6]=3)[O:2]1.O.C1(C)C=CC(S(O)(=O)=O)=CC=1.O, predict the reaction product. The product is: [C:27]([O:26][C@@H:18]1[CH2:17][C@@:16]2([CH3:30])[C@@H:9]([CH2:10][CH2:11][C@:12]2([OH:31])[C:13](=[O:15])[CH3:14])[C@H:8]2[C@H:19]1[C@:20]1([CH3:25])[C:5]([CH2:6][CH2:7]2)=[CH:4][C:3](=[O:2])[CH2:22][CH2:21]1)(=[O:29])[CH3:28]. (4) Given the reactants P(Cl)(Cl)(Cl)=O.CN([CH:9]=[O:10])C.[CH3:11][S:12]([C:15]1[C:19]([C:20]2[CH:25]=[CH:24][CH:23]=[CH:22][CH:21]=2)=[CH:18][NH:17][C:16]=1[CH3:26])(=[O:14])=[O:13], predict the reaction product. The product is: [CH3:11][S:12]([C:15]1[C:19]([C:20]2[CH:21]=[CH:22][CH:23]=[CH:24][CH:25]=2)=[C:18]([CH:9]=[O:10])[NH:17][C:16]=1[CH3:26])(=[O:14])=[O:13]. (5) Given the reactants [CH3:1][C:2]1[CH:3]=[C:4]([NH:16][C:17]2[C:27]3[CH:26]=[C:25]([C:28]([OH:30])=[O:29])[CH2:24][CH2:23][NH:22][C:21]=3[N:20]=[CH:19][N:18]=2)[CH:5]=[CH:6][C:7]=1[O:8][C:9]1[CH:10]=[N:11][C:12]([CH3:15])=[CH:13][CH:14]=1.Cl.CN.O[N:35]1[C:39]2C=CC=CC=2N=N1.Cl.C(N=C=NCCCN(C)C)C.S(C1C=CC(C)=CC=1)(=O)=O, predict the reaction product. The product is: [CH:28]([OH:30])=[O:29].[CH3:39][NH:35][C:28]([C:25]1[CH2:24][CH2:23][NH:22][C:21]2[N:20]=[CH:19][N:18]=[C:17]([NH:16][C:4]3[CH:5]=[CH:6][C:7]([O:8][C:9]4[CH:10]=[N:11][C:12]([CH3:15])=[CH:13][CH:14]=4)=[C:2]([CH3:1])[CH:3]=3)[C:27]=2[CH:26]=1)=[O:30]. (6) Given the reactants [CH3:1][C:2]1[N:7]=[CH:6][C:5]([OH:8])=[CH:4][CH:3]=1.[CH3:9][C:10]1([CH2:13]O)[CH2:12][CH2:11]1.C(C=P(CCCC)(CCCC)CCCC)#N, predict the reaction product. The product is: [CH3:1][C:2]1[CH:3]=[CH:4][C:5]([O:8][CH2:9][C:10]2([CH3:13])[CH2:12][CH2:11]2)=[CH:6][N:7]=1.